Dataset: Full USPTO retrosynthesis dataset with 1.9M reactions from patents (1976-2016). Task: Predict the reactants needed to synthesize the given product. (1) Given the product [I:14][C:12]1[CH:11]=[CH:10][C:9]2[N:8]([N:7]=[C:6]([C:15]3[CH:16]=[CH:17][CH:18]=[CH:19][CH:20]=3)[C:5]=2[C:3]([OH:4])=[O:2])[CH:13]=1, predict the reactants needed to synthesize it. The reactants are: C[O:2][C:3]([C:5]1[C:6]([C:15]2[CH:20]=[CH:19][CH:18]=[CH:17][CH:16]=2)=[N:7][N:8]2[CH:13]=[C:12]([I:14])[CH:11]=[CH:10][C:9]=12)=[O:4].CO.O1CCCC1.Cl. (2) Given the product [Cl:26][C:5]1[C:6]([C:8]2[C:9](=[O:25])[N:10]([CH2:23][CH3:24])[C:11]3[C:16]([CH:17]=2)=[CH:15][N:14]=[C:13]([NH:18][CH2:19][CH2:20][S:21][CH3:22])[CH:12]=3)=[CH:7][C:2]([NH:1][C:35]([NH:34][C:28]2[CH:33]=[CH:32][CH:31]=[CH:30][CH:29]=2)=[O:36])=[C:3]([F:27])[CH:4]=1, predict the reactants needed to synthesize it. The reactants are: [NH2:1][C:2]1[C:3]([F:27])=[CH:4][C:5]([Cl:26])=[C:6]([C:8]2[C:9](=[O:25])[N:10]([CH2:23][CH3:24])[C:11]3[C:16]([CH:17]=2)=[CH:15][N:14]=[C:13]([NH:18][CH2:19][CH2:20][S:21][CH3:22])[CH:12]=3)[CH:7]=1.[C:28]1([N:34]=[C:35]=[O:36])[CH:33]=[CH:32][CH:31]=[CH:30][CH:29]=1.